The task is: Predict the reactants needed to synthesize the given product.. This data is from Full USPTO retrosynthesis dataset with 1.9M reactions from patents (1976-2016). Given the product [CH3:1][S:2]([C:5]1[CH:36]=[CH:35][C:8]([CH2:9][NH:10][C:11]([C:13]2[C:14](=[O:34])[N:15]([C:24]3[CH:29]=[CH:28][CH:27]=[C:26]([C:30]([F:31])([F:33])[F:32])[CH:25]=3)[C:16]([CH3:23])=[C:17]([C:19]([N:21]([C:37](=[O:41])[CH:38]([CH3:40])[CH3:39])[NH2:22])=[O:20])[CH:18]=2)=[O:12])=[CH:7][CH:6]=1)(=[O:3])=[O:4], predict the reactants needed to synthesize it. The reactants are: [CH3:1][S:2]([C:5]1[CH:36]=[CH:35][C:8]([CH2:9][NH:10][C:11]([C:13]2[C:14](=[O:34])[N:15]([C:24]3[CH:29]=[CH:28][CH:27]=[C:26]([C:30]([F:33])([F:32])[F:31])[CH:25]=3)[C:16]([CH3:23])=[C:17]([C:19]([NH:21][NH2:22])=[O:20])[CH:18]=2)=[O:12])=[CH:7][CH:6]=1)(=[O:4])=[O:3].[C:37](O[C:37](=[O:41])[CH:38]([CH3:40])[CH3:39])(=[O:41])[CH:38]([CH3:40])[CH3:39].